From a dataset of Reaction yield outcomes from USPTO patents with 853,638 reactions. Predict the reaction yield, written as a fraction of the theoretical maximum amount of product (1.0 means a 100% yield; for example, 0.34 means a 34% yield). (1) The reactants are [C:1]([C:5]1[O:9][N:8]=[C:7]([NH:10][C:11](=[O:45])[NH:12][C:13]2[CH:14]=[C:15]([CH:42]=[CH:43][CH:44]=2)[O:16][C:17]2[C:26]3[C:21](=[CH:22][C:23]([O:29][C@H:30]4[CH2:34][CH2:33][N:32](C(OC(C)(C)C)=O)[CH2:31]4)=[C:24]([O:27][CH3:28])[CH:25]=3)[N:20]=[CH:19][N:18]=2)[CH:6]=1)([CH3:4])([CH3:3])[CH3:2].[ClH:46]. The catalyst is O1CCOCC1.ClCCl. The product is [ClH:46].[ClH:46].[C:1]([C:5]1[O:9][N:8]=[C:7]([NH:10][C:11]([NH:12][C:13]2[CH:44]=[CH:43][CH:42]=[C:15]([O:16][C:17]3[C:26]4[C:21](=[CH:22][C:23]([O:29][C@H:30]5[CH2:34][CH2:33][NH:32][CH2:31]5)=[C:24]([O:27][CH3:28])[CH:25]=4)[N:20]=[CH:19][N:18]=3)[CH:14]=2)=[O:45])[CH:6]=1)([CH3:4])([CH3:2])[CH3:3]. The yield is 0.670. (2) The reactants are [F:1][C:2]1[CH:10]=[C:9]2[C:5]([CH:6]=[C:7]([C:11]([CH3:23])([CH3:22])[C:12](OCC3C=CC=CC=3)=[O:13])[NH:8]2)=[CH:4][C:3]=1[N+:24]([O-:26])=[O:25].CC(C[AlH]CC(C)C)C. The catalyst is C(Cl)Cl. The product is [F:1][C:2]1[CH:10]=[C:9]2[C:5]([CH:6]=[C:7]([C:11]([CH3:23])([CH3:22])[CH2:12][OH:13])[NH:8]2)=[CH:4][C:3]=1[N+:24]([O-:26])=[O:25]. The yield is 0.770. (3) The reactants are Br[C:2]1[CH:3]=[C:4]([C:8]2([C:19]3[CH:24]=[CH:23][C:22]([O:25][CH3:26])=[CH:21][CH:20]=3)[C:12]3=[N:13][CH2:14][CH:15]([F:17])[CH2:16][N:11]3[C:10]([NH2:18])=[N:9]2)[CH:5]=[CH:6][CH:7]=1.[N:27]1[CH:32]=[C:31](B(O)O)[CH:30]=[N:29][CH:28]=1. No catalyst specified. The product is [F:17][CH:15]1[CH2:16][N:11]2[C:10]([NH2:18])=[N:9][C:8]([C:19]3[CH:24]=[CH:23][C:22]([O:25][CH3:26])=[CH:21][CH:20]=3)([C:4]3[CH:5]=[CH:6][CH:7]=[C:2]([C:31]4[CH:32]=[N:27][CH:28]=[N:29][CH:30]=4)[CH:3]=3)[C:12]2=[N:13][CH2:14]1. The yield is 0.360. (4) The reactants are [CH3:1][C:2]1[N:6]2[N:7]=[C:8]([CH2:11]O)[CH:9]=[CH:10][C:5]2=[N:4][C:3]=1[C:13]([F:16])([F:15])[F:14].S(Cl)([Cl:19])=O. The catalyst is C(Cl)Cl. The product is [Cl:19][CH2:11][C:8]1[CH:9]=[CH:10][C:5]2[N:6]([C:2]([CH3:1])=[C:3]([C:13]([F:16])([F:15])[F:14])[N:4]=2)[N:7]=1. The yield is 0.830. (5) The reactants are [F:1][C:2]1[CH:7]=[CH:6][C:5]([NH:8][C:9]([C:11]2([C:14]([OH:16])=O)[CH2:13][CH2:12]2)=[O:10])=[CH:4][CH:3]=1.C1(C(O)=O)(C(O)=O)CC1.FC1C=CC([NH2:31])=CC=1.[CH3:34][O:35][C:36]1[CH:61]=[CH:60][C:39]([CH2:40][N:41]2[C:45]3=[N:46][CH:47]=[CH:48][C:49]([O:50][C:51]4[CH:56]=[CH:55][C:54](N)=[CH:53][C:52]=4[CH3:58])=[C:44]3[C:43]([CH3:59])=[N:42]2)=[CH:38][CH:37]=1. No catalyst specified. The product is [F:1][C:2]1[CH:3]=[CH:4][C:5]([N:8]([C:54]2[CH:55]=[CH:56][C:51]([O:50][C:49]3[CH:48]=[CH:47][N:46]=[C:45]4[N:41]([CH2:40][C:39]5[CH:38]=[CH:37][C:36]([O:35][CH3:34])=[CH:61][CH:60]=5)[N:42]=[C:43]([CH3:59])[C:44]=34)=[C:52]([CH3:58])[CH:53]=2)[C:9]([C:11]2([C:14]([NH2:31])=[O:16])[CH2:12][CH2:13]2)=[O:10])=[CH:6][CH:7]=1. The yield is 0.110. (6) The reactants are [Cl:1][C:2]1[N:7]2[C:8]([CH2:15][CH:16]3[CH2:21][CH2:20][C:19]([F:23])([F:22])[CH2:18][CH2:17]3)=[C:9]([C:11]([F:14])([F:13])[F:12])[N:10]=[C:6]2[CH:5]=[C:4]([C:24]([OH:26])=O)[CH:3]=1.CCN=C=NCCCN(C)C.Cl.[CH:39]1[CH:40]=[CH:41][C:42]2N(O)N=[N:45][C:43]=2[CH:44]=1.O.NC1C=CC=CC=1. The catalyst is CN(C=O)C. The product is [Cl:1][C:2]1[N:7]2[C:8]([CH2:15][CH:16]3[CH2:21][CH2:20][C:19]([F:22])([F:23])[CH2:18][CH2:17]3)=[C:9]([C:11]([F:14])([F:12])[F:13])[N:10]=[C:6]2[CH:5]=[C:4]([C:24]([NH:45][C:43]2[CH:44]=[CH:39][CH:40]=[CH:41][CH:42]=2)=[O:26])[CH:3]=1. The yield is 0.620. (7) The reactants are Cl[C:2]1[C:11]2[C:6](=[CH:7][CH:8]=[CH:9][CH:10]=2)[CH:5]=[C:4]([C:12]2[CH:17]=[CH:16][CH:15]=[CH:14][C:13]=2[C:18]([F:21])([F:20])[F:19])[N:3]=1.[NH:22]1[C:30]2[C:25](=[CH:26][CH:27]=[CH:28][CH:29]=2)[C:24]([NH2:31])=[N:23]1. The catalyst is C(O)C. The product is [NH:22]1[C:30]2[C:25](=[CH:26][CH:27]=[CH:28][CH:29]=2)[C:24]([NH:31][C:2]2[C:11]3[C:6](=[CH:7][CH:8]=[CH:9][CH:10]=3)[CH:5]=[C:4]([C:12]3[CH:17]=[CH:16][CH:15]=[CH:14][C:13]=3[C:18]([F:21])([F:20])[F:19])[N:3]=2)=[N:23]1. The yield is 0.270. (8) The reactants are [F:1][C:2]1[CH:3]=[C:4]([C:8]2([CH3:23])[CH2:12][CH2:11][CH2:10][N:9]2[C:13]2[CH:18]=[CH:17][N:16]3[N:19]=[CH:20][C:21]([NH2:22])=[C:15]3[N:14]=2)[CH:5]=[CH:6][CH:7]=1.C1N=CN([C:29]([N:31]2[CH:35]=N[CH:33]=[CH:32]2)=[O:30])C=1.Cl.N1CC([OH:41])C1.CCN(C(C)C)C(C)C. The yield is 0.550. The catalyst is C(Cl)Cl. The product is [F:1][C:2]1[CH:3]=[C:4]([C:8]2([CH3:23])[CH2:12][CH2:11][CH2:10][N:9]2[C:13]2[CH:18]=[CH:17][N:16]3[N:19]=[CH:20][C:21]([NH:22][C:29]([N:31]4[CH2:32][CH:33]([OH:41])[CH2:35]4)=[O:30])=[C:15]3[N:14]=2)[CH:5]=[CH:6][CH:7]=1. (9) The reactants are [C:1]([O:5][C:6]([NH:8][CH:9]([CH2:17][C:18]1[CH:23]=[CH:22][C:21]([OH:24])=[CH:20][CH:19]=1)[C:10]([O:12][C:13]([CH3:16])([CH3:15])[CH3:14])=[O:11])=[O:7])([CH3:4])([CH3:3])[CH3:2].[S:25](O[S:25]([C:28]([F:31])([F:30])[F:29])(=[O:27])=[O:26])([C:28]([F:31])([F:30])[F:29])(=[O:27])=[O:26].O. The catalyst is N1C=CC=CC=1. The product is [C:1]([O:5][C:6]([NH:8][C@@H:9]([CH2:17][C:18]1[CH:23]=[CH:22][C:21]([O:24][S:25]([C:28]([F:31])([F:30])[F:29])(=[O:27])=[O:26])=[CH:20][CH:19]=1)[C:10]([O:12][C:13]([CH3:16])([CH3:15])[CH3:14])=[O:11])=[O:7])([CH3:2])([CH3:3])[CH3:4]. The yield is 0.850. (10) The reactants are [Br:1][C:2]1[C:10]2[O:9][C:8](C(O)=O)([C:11]([OH:13])=[O:12])[O:7][C:6]=2[CH:5]=[C:4]([F:17])[CH:3]=1. The catalyst is C1(C)C=C(C)C=C(C)C=1. The product is [Br:1][C:2]1[C:10]2[O:9][CH:8]([C:11]([OH:13])=[O:12])[O:7][C:6]=2[CH:5]=[C:4]([F:17])[CH:3]=1. The yield is 0.650.